Predict which catalyst facilitates the given reaction. From a dataset of Catalyst prediction with 721,799 reactions and 888 catalyst types from USPTO. Reactant: C([O-])(=O)C.[Na+].[O:6]1[C:15]2[C:10](=[CH:11][CH:12]=[CH:13][CH:14]=2)[C:9](=O)[CH2:8][CH2:7]1.Cl.[NH2:18][OH:19]. Product: [O:6]1[C:15]2[C:10](=[CH:11][CH:12]=[CH:13][CH:14]=2)/[C:9](=[N:18]/[OH:19])/[CH2:8][CH2:7]1. The catalyst class is: 351.